From a dataset of Full USPTO retrosynthesis dataset with 1.9M reactions from patents (1976-2016). Predict the reactants needed to synthesize the given product. (1) The reactants are: [CH3:1][CH:2]1[NH:7][CH2:6][CH2:5][N:4]([C:8]([C:10]2[CH:15]=[CH:14][CH:13]=[CH:12][CH:11]=2)=[O:9])[CH2:3]1.[O:16]1[CH:20]=[CH:19][C:18]([C:21]2[S:25][C:24]([S:26](Cl)(=[O:28])=[O:27])=[CH:23][CH:22]=2)=[N:17]1.C(N(CC)CC)C. Given the product [O:16]1[CH:20]=[CH:19][C:18]([C:21]2[S:25][C:24]([S:26]([N:7]3[CH2:6][CH2:5][N:4]([C:8]([C:10]4[CH:15]=[CH:14][CH:13]=[CH:12][CH:11]=4)=[O:9])[CH2:3][CH:2]3[CH3:1])(=[O:28])=[O:27])=[CH:23][CH:22]=2)=[N:17]1, predict the reactants needed to synthesize it. (2) Given the product [CH3:10][O:11][C:12](=[O:27])[C:13]1[CH:18]=[C:17]([O:3][C:4]2[CH:5]=[N:6][CH:7]=[CH:8][CH:9]=2)[C:16]([C:20]([F:23])([F:22])[F:21])=[CH:15][C:14]=1[N+:24]([O-:26])=[O:25], predict the reactants needed to synthesize it. The reactants are: [H-].[Na+].[OH:3][C:4]1[CH:5]=[N:6][CH:7]=[CH:8][CH:9]=1.[CH3:10][O:11][C:12](=[O:27])[C:13]1[CH:18]=[C:17](F)[C:16]([C:20]([F:23])([F:22])[F:21])=[CH:15][C:14]=1[N+:24]([O-:26])=[O:25].C(OCC)(=O)C.C1CCCCC1. (3) Given the product [CH:1]1([N:5]2[CH2:10][CH2:9][CH:8]([O:11][C:12]3[CH:17]=[CH:16][C:15]([N:19]4[CH:33]=[C:31]([C:30]([O:36][CH2:35][CH3:37])=[O:29])[N:21]=[N:20]4)=[CH:14][CH:13]=3)[CH2:7][CH2:6]2)[CH2:4][CH2:3][CH2:2]1, predict the reactants needed to synthesize it. The reactants are: [CH:1]1([N:5]2[CH2:10][CH2:9][CH:8]([O:11][C:12]3[CH:17]=[CH:16][C:15](I)=[CH:14][CH:13]=3)[CH2:7][CH2:6]2)[CH2:4][CH2:3][CH2:2]1.[N-:19]=[N+:20]=[N-:21].[Na+].CNCCNC.[O:29]=[C:30]1[O:36][C@H:35]([C@H:37](CO)O)[C:33]([O-])=[C:31]1O.[Na+]. (4) Given the product [CH:1]([O:4][C:5]1[N:10]=[C:9]([C:11]2[C:19]3[C:14](=[CH:15][CH:16]=[C:17]([C:20]4[N:24]=[C:23]([NH2:25])[S:22][N:21]=4)[CH:18]=3)[N:13]([S:33]([C:36]3[CH:37]=[CH:38][C:39]([CH3:40])=[CH:41][CH:42]=3)(=[O:35])=[O:34])[CH:12]=2)[CH:8]=[CH:7][CH:6]=1)([CH3:3])[CH3:2], predict the reactants needed to synthesize it. The reactants are: [CH:1]([O:4][C:5]1[N:10]=[C:9]([C:11]2[C:19]3[C:14](=[CH:15][CH:16]=[C:17]([C:20]4[N:24]=[C:23]([NH:25]C(=O)OC(C)(C)C)[S:22][N:21]=4)[CH:18]=3)[N:13]([S:33]([C:36]3[CH:42]=[CH:41][C:39]([CH3:40])=[CH:38][CH:37]=3)(=[O:35])=[O:34])[CH:12]=2)[CH:8]=[CH:7][CH:6]=1)([CH3:3])[CH3:2].C(O)(C(F)(F)F)=O. (5) The reactants are: [F:1][C:2]1[CH:8]=[C:7]([I:9])[CH:6]=[CH:5][C:3]=1[NH2:4].[CH3:10][S:11](Cl)(=[O:13])=[O:12]. Given the product [F:1][C:2]1[CH:8]=[C:7]([I:9])[CH:6]=[CH:5][C:3]=1[NH:4][S:11]([CH3:10])(=[O:13])=[O:12], predict the reactants needed to synthesize it. (6) Given the product [CH3:37][N:34]1[CH2:35][CH2:36][CH:31]([NH:30][S:27]([C:24]2[CH:25]=[CH:26][C:21]([NH:13][C:9]3[N:8]=[C:7]([C:4]4[N:3]([CH:14]5[CH2:19][CH2:18][O:17][CH2:16][CH2:15]5)[C:2]([CH3:1])=[N:6][CH:5]=4)[CH:12]=[CH:11][N:10]=3)=[CH:22][CH:23]=2)(=[O:28])=[O:29])[CH2:32][CH2:33]1, predict the reactants needed to synthesize it. The reactants are: [CH3:1][C:2]1[N:3]([CH:14]2[CH2:19][CH2:18][O:17][CH2:16][CH2:15]2)[C:4]([C:7]2[CH:12]=[CH:11][N:10]=[C:9]([NH2:13])[N:8]=2)=[CH:5][N:6]=1.Br[C:21]1[CH:26]=[CH:25][C:24]([S:27]([NH:30][CH:31]2[CH2:36][CH2:35][N:34]([CH3:37])[CH2:33][CH2:32]2)(=[O:29])=[O:28])=[CH:23][CH:22]=1.C([O-])([O-])=O.[Cs+].[Cs+].CC(C1C=C(C(C)C)C(C2C=CC=CC=2P(C2CCCCC2)C2CCCCC2)=C(C(C)C)C=1)C. (7) Given the product [N:1]1([CH2:7][C:9]2[CH:10]=[CH:11][C:12]([C:15]3[S:23][C:22]4[C:17](=[N:18][CH:19]=[C:20]([C:38]#[N:39])[C:21]=4[NH:24][C:25]4[CH:30]=[CH:29][C:28]([O:31][C:32]5[CH:37]=[CH:36][CH:35]=[CH:34][CH:33]=5)=[CH:27][CH:26]=4)[CH:16]=3)=[CH:13][CH:14]=2)[CH2:6][CH2:5][O:4][CH2:3][CH2:2]1, predict the reactants needed to synthesize it. The reactants are: [NH:1]1[CH2:6][CH2:5][O:4][CH2:3][CH2:2]1.[CH:7]([C:9]1[CH:14]=[CH:13][C:12]([C:15]2[S:23][C:22]3[C:17](=[N:18][CH:19]=[C:20]([C:38]#[N:39])[C:21]=3[NH:24][C:25]3[CH:30]=[CH:29][C:28]([O:31][C:32]4[CH:37]=[CH:36][CH:35]=[CH:34][CH:33]=4)=[CH:27][CH:26]=3)[CH:16]=2)=[CH:11][CH:10]=1)=O.C(O[BH-](OC(=O)C)OC(=O)C)(=O)C.[Na+]. (8) Given the product [CH3:33][S:32]([C:26]1[N:25]=[C:24]2[N:23]([CH3:34])[C:22](=[O:35])[N:21]([C:3]3[CH:4]=[C:5]([NH:8][C:9](=[O:20])[C:10]4[CH:15]=[CH:14][CH:13]=[C:12]([C:16]([F:17])([F:18])[F:19])[CH:11]=4)[CH:6]=[CH:7][C:2]=3[CH3:1])[C:30](=[O:31])[C:29]2=[CH:28][N:27]=1)=[O:40], predict the reactants needed to synthesize it. The reactants are: [CH3:1][C:2]1[CH:7]=[CH:6][C:5]([NH:8][C:9](=[O:20])[C:10]2[CH:15]=[CH:14][CH:13]=[C:12]([C:16]([F:19])([F:18])[F:17])[CH:11]=2)=[CH:4][C:3]=1[N:21]1[C:30](=[O:31])[C:29]2[C:24](=[N:25][C:26]([S:32][CH3:33])=[N:27][CH:28]=2)[N:23]([CH3:34])[C:22]1=[O:35].CN(C=[O:40])C.ClC1C=C(C=CC=1)C(OO)=O. (9) Given the product [NH:1]1[C:9]2[C:4](=[CH:5][CH:6]=[C:7]([CH:10]([C:14]3[CH:19]=[CH:18][CH:17]=[CH:16][CH:15]=3)[CH2:11][CH2:12][NH2:13])[CH:8]=2)[CH:3]=[CH:2]1, predict the reactants needed to synthesize it. The reactants are: [NH:1]1[C:9]2[C:4](=[CH:5][CH:6]=[C:7]([CH:10]([C:14]3[CH:19]=[CH:18][CH:17]=[CH:16][CH:15]=3)[CH2:11][C:12]#[N:13])[CH:8]=2)[CH:3]=[CH:2]1.[H-].[H-].[H-].[H-].[Li+].[Al+3]. (10) Given the product [CH2:1]([O:3][C:4]([C:6]1[S:10][C:9]([C:11]2[CH:12]=[N:13][CH:14]=[C:15]([Br:17])[CH:16]=2)=[N:8][C:7]=1[CH2:18][N:25]([CH2:26][C:27]1[CH:32]=[CH:31][C:30]([O:33][CH3:34])=[CH:29][C:28]=1[O:35][CH3:36])[CH2:24][C:23]([O:22][CH2:20][CH3:21])=[O:37])=[O:5])[CH3:2], predict the reactants needed to synthesize it. The reactants are: [CH2:1]([O:3][C:4]([C:6]1[S:10][C:9]([C:11]2[CH:12]=[N:13][CH:14]=[C:15]([Br:17])[CH:16]=2)=[N:8][C:7]=1[CH2:18]Br)=[O:5])[CH3:2].[CH2:20]([O:22][C:23](=[O:37])[CH2:24][NH:25][CH2:26][C:27]1[CH:32]=[CH:31][C:30]([O:33][CH3:34])=[CH:29][C:28]=1[O:35][CH3:36])[CH3:21].C(=O)([O-])[O-].[K+].[K+].